From a dataset of Full USPTO retrosynthesis dataset with 1.9M reactions from patents (1976-2016). Predict the reactants needed to synthesize the given product. (1) The reactants are: Cl.Cl.[CH2:3]([C:7]1[N:12]=[N:11][C:10]([O:13][CH:14]2[CH2:19][CH2:18][NH:17][CH2:16][CH:15]2[CH2:20][OH:21])=[CH:9][C:8]=1[C:22]1[CH:27]=[CH:26][C:25]([O:28][CH:29]2[CH2:34][CH2:33][CH2:32][CH2:31][CH2:30]2)=[CH:24][CH:23]=1)[CH2:4][CH2:5][CH3:6].C=O.[C:37](O[BH-](OC(=O)C)OC(=O)C)(=O)C.[Na+]. Given the product [CH2:3]([C:7]1[N:12]=[N:11][C:10]([O:13][CH:14]2[CH2:19][CH2:18][N:17]([CH3:37])[CH2:16][CH:15]2[CH2:20][OH:21])=[CH:9][C:8]=1[C:22]1[CH:23]=[CH:24][C:25]([O:28][CH:29]2[CH2:34][CH2:33][CH2:32][CH2:31][CH2:30]2)=[CH:26][CH:27]=1)[CH2:4][CH2:5][CH3:6], predict the reactants needed to synthesize it. (2) Given the product [C:1]1([C:30]2[CH:31]=[CH:32][CH:33]=[CH:34][CH:35]=2)[CH:2]=[CH:3][C:4]([CH2:7][C@H:8]([NH:12][C:13]([C:15]2[CH:16]=[C:17]([C:22]3[CH:27]=[CH:26][C:25]([F:28])=[C:24]([Cl:29])[CH:23]=3)[CH:18]=[CH:19][C:20]=2[OH:21])=[O:14])[C:9](=[O:11])[NH:53][CH3:39])=[CH:5][CH:6]=1, predict the reactants needed to synthesize it. The reactants are: [C:1]1([C:30]2[CH:35]=[CH:34][CH:33]=[CH:32][CH:31]=2)[CH:6]=[CH:5][C:4]([CH2:7][C@H:8]([NH:12][C:13]([C:15]2[CH:16]=[C:17]([C:22]3[CH:27]=[CH:26][C:25]([F:28])=[C:24]([Cl:29])[CH:23]=3)[CH:18]=[CH:19][C:20]=2[OH:21])=[O:14])[C:9]([OH:11])=O)=[CH:3][CH:2]=1.COC(=O)[C@@H:39]([NH:53]C(C1C=C(C2C=CC(F)=C(Cl)C=2)C=CC=1O)=O)CC1C=CC(C2C=CC=CC=2)=CC=1.CN.C1COCC1.C[Si](Br)(C)C.C(O)(C(F)(F)F)=O.C(Cl)Cl.